The task is: Predict the reaction yield, written as a fraction of the theoretical maximum amount of product (1.0 means a 100% yield; for example, 0.34 means a 34% yield).. This data is from Reaction yield outcomes from USPTO patents with 853,638 reactions. (1) The reactants are [CH2:1]1[CH:6]2[CH2:7][C:8]3([NH2:11])[CH2:10][CH:4]([CH2:5]2)[CH2:3][CH:2]1[CH2:9]3.Cl[CH2:13][C:14]1[N:18]=[C:17]([CH:19]([CH3:21])[CH3:20])[O:16][N:15]=1. No catalyst specified. The product is [CH:19]([C:17]1[O:16][N:15]=[C:14]([CH2:13][NH:11][C:8]23[CH2:10][CH:4]4[CH2:5][CH:6]([CH2:1][CH:2]([CH2:3]4)[CH2:9]2)[CH2:7]3)[N:18]=1)([CH3:21])[CH3:20]. The yield is 0.830. (2) The reactants are [CH3:1][O:2][C:3]1[N:8]=[C:7]([C:9]2([C:13]#[N:14])[CH2:12][CH2:11][CH2:10]2)[CH:6]=[CH:5][CH:4]=1.[H-].[Al+3].[Li+].[H-].[H-].[H-].O.[OH-].[Na+]. The catalyst is C1COCC1. The product is [CH3:1][O:2][C:3]1[N:8]=[C:7]([C:9]2([CH2:13][NH2:14])[CH2:12][CH2:11][CH2:10]2)[CH:6]=[CH:5][CH:4]=1. The yield is 0.970. (3) The reactants are [O:1]1CCO[CH:2]1[C:6]1[CH:11]=[CH:10][C:9]([C:12]2[N:16]3[N:17]=[C:18]([C:26]4[CH:31]=[CH:30][N:29]=[CH:28][CH:27]=4)[CH:19]=[C:20]([NH:21][CH2:22][CH:23]([CH3:25])[CH3:24])[C:15]3=[N:14][CH:13]=2)=[CH:8][CH:7]=1.Cl.C(=O)([O-])O. The catalyst is CC(C)=O. The product is [CH2:22]([NH:21][C:20]1[C:15]2[N:16]([C:12]([C:9]3[CH:8]=[CH:7][C:6]([CH:2]=[O:1])=[CH:11][CH:10]=3)=[CH:13][N:14]=2)[N:17]=[C:18]([C:26]2[CH:27]=[CH:28][N:29]=[CH:30][CH:31]=2)[CH:19]=1)[CH:23]([CH3:25])[CH3:24]. The yield is 0.730.